Dataset: Reaction yield outcomes from USPTO patents with 853,638 reactions. Task: Predict the reaction yield, written as a fraction of the theoretical maximum amount of product (1.0 means a 100% yield; for example, 0.34 means a 34% yield). (1) No catalyst specified. The reactants are [NH:1]1[CH2:5][CH2:4][C@@H:3]([OH:6])[CH2:2]1.Br[CH2:8][CH2:9][CH2:10][O:11][C:12]1[CH:17]=[CH:16][CH:15]=[CH:14][CH:13]=1. The product is [O:11]([CH2:10][CH2:9][CH2:8][N:1]1[CH2:5][CH2:4][C@@H:3]([OH:6])[CH2:2]1)[C:12]1[CH:17]=[CH:16][CH:15]=[CH:14][CH:13]=1. The yield is 0.713. (2) The reactants are [Cl:1][C:2]1[CH:7]=[CH:6][C:5]([N+:8]([O-:10])=[O:9])=[CH:4][C:3]=1I.[Br-].[N:13]1[CH:18]=[CH:17][CH:16]=[CH:15][C:14]=1[Zn+]. The catalyst is CC(N(C)C)=O.C1C=CC([P]([Pd]([P](C2C=CC=CC=2)(C2C=CC=CC=2)C2C=CC=CC=2)([P](C2C=CC=CC=2)(C2C=CC=CC=2)C2C=CC=CC=2)[P](C2C=CC=CC=2)(C2C=CC=CC=2)C2C=CC=CC=2)(C2C=CC=CC=2)C2C=CC=CC=2)=CC=1.C1C=CC(P(C2C=CC=CC=2)C2C=CC=CC=2)=CC=1. The product is [Cl:1][C:2]1[CH:7]=[CH:6][C:5]([N+:8]([O-:10])=[O:9])=[CH:4][C:3]=1[C:14]1[CH:15]=[CH:16][CH:17]=[CH:18][N:13]=1. The yield is 0.600. (3) The reactants are [CH3:1][C:2]1([CH3:10])[O:9][C:7](=[O:8])[CH2:6][C:4](=[O:5])[O:3]1.[CH3:11][C:12]([CH3:14])=O.C(O)(=O)C.N1CCOCC1. The catalyst is CC(OC)(C)C. The product is [CH3:1][C:2]1([CH3:10])[O:9][C:7](=[O:8])[C:6](=[C:12]([CH3:14])[CH3:11])[C:4](=[O:5])[O:3]1. The yield is 0.704. (4) The reactants are Cl.[CH3:2][C:3]1([C:9]([O:11][CH2:12][CH3:13])=[O:10])[CH2:8][CH2:7][NH:6][CH2:5][CH2:4]1.CCN(C(C)C)C(C)C.[Br:23][C:24]1[CH:25]=[N:26][C:27](Cl)=[N:28][CH:29]=1. The catalyst is CCO. The product is [Br:23][C:24]1[CH:25]=[N:26][C:27]([N:6]2[CH2:7][CH2:8][C:3]([CH3:2])([C:9]([O:11][CH2:12][CH3:13])=[O:10])[CH2:4][CH2:5]2)=[N:28][CH:29]=1. The yield is 0.750. (5) The reactants are S(O[CH2:12][CH:13]1[CH2:18][CH2:17][CH2:16][N:15]([C:19]([O:21][C:22]([CH3:25])([CH3:24])[CH3:23])=[O:20])[CH2:14]1)(C1C=CC(C)=CC=1)(=O)=O.[N-:26]=[N+:27]=[N-:28].[Na+].[Na+].[I-]. The catalyst is CN(C=O)C. The product is [N:26]([CH2:12][CH:13]1[CH2:18][CH2:17][CH2:16][N:15]([C:19]([O:21][C:22]([CH3:25])([CH3:24])[CH3:23])=[O:20])[CH2:14]1)=[N+:27]=[N-:28]. The yield is 0.920. (6) The reactants are [N+:1]([C:4]1[CH:8]=[CH:7][NH:6][N:5]=1)([O-:3])=[O:2].[H-].[Na+].[C:11]([O:15][C:16](=[O:20])[CH2:17][CH2:18]Br)([CH3:14])([CH3:13])[CH3:12]. The catalyst is CN(C)C=O. The product is [C:11]([O:15][C:16](=[O:20])[CH:17]([N:6]1[CH:7]=[CH:8][C:4]([N+:1]([O-:3])=[O:2])=[N:5]1)[CH3:18])([CH3:14])([CH3:13])[CH3:12]. The yield is 0.570. (7) The reactants are C([O:3][CH:4](OCC)[C:5]1[CH:10]=[CH:9][C:8]([CH:11]2[NH:23][C:21]3[C:22]4[C:13](=[N:14][NH:15][C:16](=[O:24])[C:17]=4[CH:18]=[CH:19][CH:20]=3)[CH:12]2[C:25]2[CH:35]=[CH:34][C:28]([C:29]([N:31]([CH3:33])[CH3:32])=[O:30])=[CH:27][CH:26]=2)=[CH:7][CH:6]=1)C.FC(F)(F)C(O)=O. The catalyst is C(#N)C. The product is [CH:4]([C:5]1[CH:6]=[CH:7][C:8]([CH:11]2[NH:23][C:21]3[C:22]4[C:13](=[N:14][NH:15][C:16](=[O:24])[C:17]=4[CH:18]=[CH:19][CH:20]=3)[CH:12]2[C:25]2[CH:26]=[CH:27][C:28]([C:29]([N:31]([CH3:33])[CH3:32])=[O:30])=[CH:34][CH:35]=2)=[CH:9][CH:10]=1)=[O:3]. The yield is 0.910.